From a dataset of Full USPTO retrosynthesis dataset with 1.9M reactions from patents (1976-2016). Predict the reactants needed to synthesize the given product. (1) Given the product [O:1]1[C:5]2[CH:6]=[CH:7][C:8]([CH2:10][N:11]3[C:12](=[O:27])[C:13]4[C:22](=[C:21]([OH:25])[C:20]5[N:19]=[CH:18][CH:17]=[N:16][C:15]=5[C:14]=4[O:26][S:37]([C:36]([F:49])([F:48])[F:35])(=[O:39])=[O:38])[C:23]3=[O:24])=[CH:9][C:4]=2[O:3][CH2:2]1, predict the reactants needed to synthesize it. The reactants are: [O:1]1[C:5]2[CH:6]=[CH:7][C:8]([CH2:10][N:11]3[C:23](=[O:24])[C:22]4[C:13](=[C:14]([OH:26])[C:15]5[N:16]=[CH:17][CH:18]=[N:19][C:20]=5[C:21]=4[OH:25])[C:12]3=[O:27])=[CH:9][C:4]=2[O:3][CH2:2]1.CCN(CC)CC.[F:35][C:36]([F:49])([F:48])[S:37](O[S:37]([C:36]([F:49])([F:48])[F:35])(=[O:39])=[O:38])(=[O:39])=[O:38].O. (2) Given the product [C:37]([NH:11][C:8]1[CH:9]=[C:10]2[C:5](=[CH:6][CH:7]=1)[N:4]([C:12]1[CH:13]=[CH:14][C:15]([O:18][C:19]3[CH:24]=[CH:23][CH:22]=[CH:21][CH:20]=3)=[CH:16][CH:17]=1)[C:3]([C:25]([NH2:27])=[O:26])=[C:2]2[NH2:1])(=[O:40])[CH:38]=[CH2:39], predict the reactants needed to synthesize it. The reactants are: [NH2:1][C:2]1[C:10]2[C:5](=[CH:6][CH:7]=[C:8]([NH2:11])[CH:9]=2)[N:4]([C:12]2[CH:17]=[CH:16][C:15]([O:18][C:19]3[CH:24]=[CH:23][CH:22]=[CH:21][CH:20]=3)=[CH:14][CH:13]=2)[C:3]=1[C:25]([NH2:27])=[O:26].CCN(C(C)C)C(C)C.[C:37](Cl)(=[O:40])[CH:38]=[CH2:39].